Dataset: Forward reaction prediction with 1.9M reactions from USPTO patents (1976-2016). Task: Predict the product of the given reaction. (1) Given the reactants [CH3:1][N:2]1[CH:6]=[C:5]([C:7]2[S:8][C:9]([CH3:12])=[CH:10][CH:11]=2)[N:4]=[CH:3]1.[Li]CCCC.[I:18]I.[NH4+].[Cl-], predict the reaction product. The product is: [I:18][C:3]1[N:2]([CH3:1])[CH:6]=[C:5]([C:7]2[S:8][C:9]([CH3:12])=[CH:10][CH:11]=2)[N:4]=1. (2) Given the reactants COC1C=C(OC)C=CC=1C[N:6]([CH2:37][CH2:38][CH2:39][N:40]([CH3:42])[CH3:41])[C:7]([C:9]1[CH:14]=[CH:13][CH:12]=[CH:11][C:10]=1[S:15]([NH:18][C:19]1[C:28]([C:29]([O:31]C(C)(C)C)=[O:30])=[C:27]2[C:22]([CH:23]3[CH2:36][CH:24]3[CH2:25][O:26]2)=[CH:21][CH:20]=1)(=[O:17])=[O:16])=[O:8], predict the reaction product. The product is: [CH3:42][N:40]([CH3:41])[CH2:39][CH2:38][CH2:37][NH:6][C:7]([C:9]1[CH:14]=[CH:13][CH:12]=[CH:11][C:10]=1[S:15]([NH:18][C:19]1[C:28]([C:29]([OH:31])=[O:30])=[C:27]2[C:22]([CH:23]3[CH2:36][CH:24]3[CH2:25][O:26]2)=[CH:21][CH:20]=1)(=[O:17])=[O:16])=[O:8].